Dataset: Catalyst prediction with 721,799 reactions and 888 catalyst types from USPTO. Task: Predict which catalyst facilitates the given reaction. Reactant: [C:1]([O:5][C:6]([NH:8][NH:9][C:10]([CH3:23])([CH2:14][C:15]1[CH:20]=[CH:19][C:18]([OH:21])=[C:17]([OH:22])[CH:16]=1)[C:11]([OH:13])=[O:12])=[O:7])([CH3:4])([CH3:3])[CH3:2].C(=O)([O-])O.[Cs+].Br[CH2:30][C:31]([O:33][C:34]([CH3:37])([CH3:36])[CH3:35])=[O:32]. Product: [OH:22][C:17]1[CH:16]=[C:15]([CH2:14][C@@:10]([NH:9][NH:8][C:6]([O:5][C:1]([CH3:4])([CH3:2])[CH3:3])=[O:7])([CH3:23])[C:11]([O:13][CH2:30][C:31]([O:33][C:34]([CH3:37])([CH3:36])[CH3:35])=[O:32])=[O:12])[CH:20]=[CH:19][C:18]=1[OH:21]. The catalyst class is: 9.